Predict the product of the given reaction. From a dataset of Forward reaction prediction with 1.9M reactions from USPTO patents (1976-2016). Given the reactants [CH:1]1([CH:7](O)[CH2:8][CH:9]2[C:17]3[C:12](=[CH:13][CH:14]=[CH:15][CH:16]=3)[C:11]3=[CH:18][N:19]=[CH:20][N:10]23)[CH2:6][CH2:5][CH2:4][CH2:3][CH2:2]1.CCN(S(F)(F)[F:28])CC.CC#N, predict the reaction product. The product is: [CH:1]1([CH:7]([F:28])[CH2:8][CH:9]2[C:17]3[C:12](=[CH:13][CH:14]=[CH:15][CH:16]=3)[C:11]3=[CH:18][N:19]=[CH:20][N:10]23)[CH2:6][CH2:5][CH2:4][CH2:3][CH2:2]1.